Dataset: Reaction yield outcomes from USPTO patents with 853,638 reactions. Task: Predict the reaction yield, written as a fraction of the theoretical maximum amount of product (1.0 means a 100% yield; for example, 0.34 means a 34% yield). The reactants are [F:1][C:2]1[CH:28]=[CH:27][C:5]([CH2:6][N:7]2[CH2:11][CH2:10][CH:9]([N:12]3[CH2:17][CH2:16][CH:15]([C:18]4[CH:23]=[CH:22][C:21]([O:24]C)=[CH:20][CH:19]=4)[CH2:14][CH2:13]3)[C:8]2=[O:26])=[CH:4][CH:3]=1.B(Br)(Br)Br. The catalyst is ClCCl. The product is [F:1][C:2]1[CH:3]=[CH:4][C:5]([CH2:6][N:7]2[CH2:11][CH2:10][CH:9]([N:12]3[CH2:17][CH2:16][CH:15]([C:18]4[CH:23]=[CH:22][C:21]([OH:24])=[CH:20][CH:19]=4)[CH2:14][CH2:13]3)[C:8]2=[O:26])=[CH:27][CH:28]=1. The yield is 0.730.